From a dataset of Catalyst prediction with 721,799 reactions and 888 catalyst types from USPTO. Predict which catalyst facilitates the given reaction. Reactant: CC1(C)[O:6][C@@H:5]([CH2:7][CH2:8][NH:9][C:10]([CH:12]2[CH:16]([C:17]3[CH:22]=[CH:21][CH:20]=[C:19]([Cl:23])[C:18]=3[F:24])[C:15]([C:27]3[CH:32]=[CH:31][C:30]([Br:33])=[CH:29][N:28]=3)([C:25]#[N:26])[CH:14]([CH2:34][C:35]([CH3:38])([CH3:37])[CH3:36])[NH:13]2)=[O:11])[CH2:4][O:3]1.Cl. Product: [OH:6][C@H:5]([CH2:4][OH:3])[CH2:7][CH2:8][NH:9][C:10]([CH:12]1[CH:16]([C:17]2[CH:22]=[CH:21][CH:20]=[C:19]([Cl:23])[C:18]=2[F:24])[C:15]([C:27]2[CH:32]=[CH:31][C:30]([Br:33])=[CH:29][N:28]=2)([C:25]#[N:26])[CH:14]([CH2:34][C:35]([CH3:36])([CH3:38])[CH3:37])[NH:13]1)=[O:11]. The catalyst class is: 7.